This data is from Reaction yield outcomes from USPTO patents with 853,638 reactions. The task is: Predict the reaction yield, written as a fraction of the theoretical maximum amount of product (1.0 means a 100% yield; for example, 0.34 means a 34% yield). The reactants are C[O:2][C:3]1[N:8]=[C:7]2[C:9]3([CH2:29][O:30][C:6]2=[CH:5][CH:4]=1)[C:17]1[C:12](=[CH:13][CH:14]=[CH:15][CH:16]=1)[N:11]([CH2:18][C:19]1[O:20][C:21]([C:24]([F:27])([F:26])[F:25])=[CH:22][CH:23]=1)[C:10]3=[O:28].Cl[Si](C)(C)C.[I-].[Na+]. The catalyst is C(#N)C.O. The product is [F:26][C:24]([F:25])([F:27])[C:21]1[O:20][C:19]([CH2:18][N:11]2[C:12]3[C:17](=[CH:16][CH:15]=[CH:14][CH:13]=3)[C:9]3([C:7]4[NH:8][C:3](=[O:2])[CH:4]=[CH:5][C:6]=4[O:30][CH2:29]3)[C:10]2=[O:28])=[CH:23][CH:22]=1. The yield is 0.600.